From a dataset of Full USPTO retrosynthesis dataset with 1.9M reactions from patents (1976-2016). Predict the reactants needed to synthesize the given product. (1) Given the product [Br:37][C:34]1[CH:33]=[CH:32][C:31]([CH2:30][C@@:17]2([CH3:29])[N:16]3[C:12]([C:10]([NH:9][C@@H:7]([CH3:8])[C:6]([OH:38])=[O:5])=[O:11])=[CH:13][N:14]=[C:15]3[N:19]([C:20]3[CH:21]=[C:22]([Cl:27])[CH:23]=[C:24]([Cl:26])[CH:25]=3)[C:18]2=[O:28])=[CH:36][CH:35]=1, predict the reactants needed to synthesize it. The reactants are: C([O:5][C:6](=[O:38])[C@@H:7]([NH:9][C:10]([C:12]1[N:16]2[C@@:17]([CH2:30][C:31]3[CH:36]=[CH:35][C:34]([Br:37])=[CH:33][CH:32]=3)([CH3:29])[C:18](=[O:28])[N:19]([C:20]3[CH:25]=[C:24]([Cl:26])[CH:23]=[C:22]([Cl:27])[CH:21]=3)[C:15]2=[N:14][CH:13]=1)=[O:11])[CH3:8])(C)(C)C.C(O)(C(F)(F)F)=O. (2) Given the product [OH:45][CH2:44][CH2:43][N:42]([CH3:41])[C:23](=[O:31])[NH:22][C:18]1[CH:17]=[C:16]([O:15][C:14]2[CH:32]=[CH:33][C:11]([NH:10][C:8]([C:5]3[C:4](=[O:34])[N:3]([C:35]4[CH:36]=[CH:37][CH:38]=[CH:39][CH:40]=4)[N:2]([CH3:1])[C:6]=3[CH3:7])=[O:9])=[CH:12][CH:13]=2)[CH:21]=[CH:20][N:19]=1, predict the reactants needed to synthesize it. The reactants are: [CH3:1][N:2]1[C:6]([CH3:7])=[C:5]([C:8]([NH:10][C:11]2[CH:33]=[CH:32][C:14]([O:15][C:16]3[CH:21]=[CH:20][N:19]=[C:18]([NH:22][C:23](=[O:31])OC4C=CC=CC=4)[CH:17]=3)=[CH:13][CH:12]=2)=[O:9])[C:4](=[O:34])[N:3]1[C:35]1[CH:40]=[CH:39][CH:38]=[CH:37][CH:36]=1.[CH3:41][NH:42][CH2:43][CH2:44][OH:45].